From a dataset of Reaction yield outcomes from USPTO patents with 853,638 reactions. Predict the reaction yield, written as a fraction of the theoretical maximum amount of product (1.0 means a 100% yield; for example, 0.34 means a 34% yield). (1) The product is [Si:30]([O:37][CH2:38][C:39]([CH3:51])([CH3:50])[O:40][C:41]1[CH:42]=[CH:43][C:44]([C:2]2[C:7](=[O:8])[N:6]([CH2:9][C:10]3[CH:15]=[CH:14][C:13]([C:16]4[C:17]([C:22]#[N:23])=[CH:18][CH:19]=[CH:20][CH:21]=4)=[CH:12][C:11]=3[F:24])[C:5]([CH2:25][CH2:26][CH3:27])=[N:4][C:3]=2[CH2:28][CH3:29])=[CH:45][CH:46]=1)([C:33]([CH3:36])([CH3:35])[CH3:34])([CH3:32])[CH3:31]. The catalyst is C(OCC)(=O)C.C1C=CC(P(C2C=CC=CC=2)[C-]2C=CC=C2)=CC=1.C1C=CC(P(C2C=CC=CC=2)[C-]2C=CC=C2)=CC=1.Cl[Pd]Cl.[Fe+2].ClCCl. The reactants are Br[C:2]1[C:7](=[O:8])[N:6]([CH2:9][C:10]2[CH:15]=[CH:14][C:13]([C:16]3[C:17]([C:22]#[N:23])=[CH:18][CH:19]=[CH:20][CH:21]=3)=[CH:12][C:11]=2[F:24])[C:5]([CH2:25][CH2:26][CH3:27])=[N:4][C:3]=1[CH2:28][CH3:29].[Si:30]([O:37][CH2:38][C:39]([CH3:51])([CH3:50])[O:40][C:41]1[CH:46]=[CH:45][C:44](B(O)O)=[CH:43][CH:42]=1)([C:33]([CH3:36])([CH3:35])[CH3:34])([CH3:32])[CH3:31].C(=O)([O-])[O-].[Cs+].[Cs+].O1CCOCC1. The yield is 0.900. (2) The reactants are Cl[C:2]1[N:11]=[CH:10][C:9]([F:12])=[CH:8][C:3]=1[C:4]([O:6][CH3:7])=[O:5].[CH3:13]B(O)O.C(=O)([O-])[O-].[K+].[K+]. The catalyst is O1CCOCC1. The product is [F:12][C:9]1[CH:10]=[N:11][C:2]([CH3:13])=[C:3]([CH:8]=1)[C:4]([O:6][CH3:7])=[O:5]. The yield is 0.640. (3) The reactants are [C:1]([O:5][C:6]([NH:8][C:9]1([CH3:24])[CH2:13][CH2:12][N:11](C(OCC2C=CC=CC=2)=O)[CH2:10]1)=[O:7])([CH3:4])([CH3:3])[CH3:2]. The catalyst is CO.[Pd]. The product is [CH3:24][C:9]1([NH:8][C:6](=[O:7])[O:5][C:1]([CH3:4])([CH3:3])[CH3:2])[CH2:13][CH2:12][NH:11][CH2:10]1. The yield is 0.960.